Dataset: CYP1A2 inhibition data for predicting drug metabolism from PubChem BioAssay. Task: Regression/Classification. Given a drug SMILES string, predict its absorption, distribution, metabolism, or excretion properties. Task type varies by dataset: regression for continuous measurements (e.g., permeability, clearance, half-life) or binary classification for categorical outcomes (e.g., BBB penetration, CYP inhibition). Dataset: cyp1a2_veith. (1) The molecule is CN1C(=O)CC(NNC(=O)c2ccccc2)C1=O. The result is 0 (non-inhibitor). (2) The compound is Clc1ccc2c(NCCNC3CCCCC3)ccnc2c1. The result is 0 (non-inhibitor). (3) The compound is CCc1cccc2nc3c(c([Si](CC)(CC)CC)c12)Cn1c-3cccc1=O. The result is 1 (inhibitor). (4) The drug is CCOc1cc(/C=N/NC(=O)COc2cccc(C)c2)ccc1OC(=O)c1cccs1. The result is 1 (inhibitor). (5) The drug is COc1ccc(O[C@H]2C=C[C@@H](c3ccccc3)O[C@@H]2CO/N=C(\C)CCN2CCc3nc(-c4ccccc4)c(-c4ccccc4)cc3C2)cc1. The result is 0 (non-inhibitor).